This data is from Full USPTO retrosynthesis dataset with 1.9M reactions from patents (1976-2016). The task is: Predict the reactants needed to synthesize the given product. (1) Given the product [NH2:5][C:4]([CH2:6][C:7]1[CH:8]=[CH:9][CH:10]=[CH:11][CH:12]=1)([CH2:13][CH2:14][CH2:15][CH3:16])[CH2:3][OH:2], predict the reactants needed to synthesize it. The reactants are: C[O:2][C:3](=O)[C@:4]([CH2:13][CH2:14][CH2:15][CH3:16])([CH2:6][C:7]1[CH:12]=[CH:11][CH:10]=[CH:9][CH:8]=1)[NH2:5].[Li+].[BH4-]. (2) Given the product [C:36]1([C:14]2[CH:13]=[C:12]([CH:6]([CH2:5][OH:4])[CH2:7][OH:8])[CH:17]=[CH:16][C:15]=2[NH:18][C:19]([C:21]2[N:22]([CH2:28][O:29][CH2:30][CH2:31][Si:32]([CH3:33])([CH3:35])[CH3:34])[CH:23]=[C:24]([C:26]#[N:27])[N:25]=2)=[O:20])[CH2:41][CH2:40][CH2:39][CH2:38][CH:37]=1, predict the reactants needed to synthesize it. The reactants are: C([O:4][CH2:5][CH:6]([C:12]1[CH:17]=[CH:16][C:15]([NH:18][C:19]([C:21]2[N:22]([CH2:28][O:29][CH2:30][CH2:31][Si:32]([CH3:35])([CH3:34])[CH3:33])[CH:23]=[C:24]([C:26]#[N:27])[N:25]=2)=[O:20])=[C:14]([C:36]2[CH2:41][CH2:40][CH2:39][CH2:38][CH:37]=2)[CH:13]=1)[CH2:7][O:8]C(=O)C)(=O)C.[OH-].[Na+].C(Cl)Cl.O. (3) Given the product [CH3:17][O:18][N:19]=[CH:14][C:5]1[C:6](=[O:13])[N:7]([CH3:12])[C:8](=[O:11])[N:9]([CH3:10])[C:4]=1[O:3][CH2:1][CH3:2], predict the reactants needed to synthesize it. The reactants are: [CH2:1]([O:3][C:4]1[N:9]([CH3:10])[C:8](=[O:11])[N:7]([CH3:12])[C:6](=[O:13])[C:5]=1[CH:14]=O)[CH3:2].Cl.[CH3:17][O:18][NH2:19]. (4) Given the product [Cl:24][C:10]1[C:9]2[C:4](=[CH:5][CH:6]=[C:7]([C:17]([F:20])([F:19])[F:18])[CH:8]=2)[N:3]=[C:2]([CH3:1])[C:11]=1[C:12]([O:14][CH3:15])=[O:13], predict the reactants needed to synthesize it. The reactants are: [CH3:1][C:2]1[NH:3][C:4]2[C:9]([C:10](=O)[C:11]=1[C:12]([O:14][CH3:15])=[O:13])=[CH:8][C:7]([C:17]([F:20])([F:19])[F:18])=[CH:6][CH:5]=2.N.O=P(Cl)(Cl)[Cl:24]. (5) Given the product [O:1]([C:9]1[CH:14]=[CH:13][C:12]([C:15]([C:20]2[CH:25]=[CH:24][C:23]([C:45]#[C:44][C:42]([CH3:43])([OH:46])[CH3:41])=[C:22]([CH3:34])[CH:21]=2)([CH2:18][CH3:19])[CH2:16][CH3:17])=[CH:11][C:10]=1[CH3:35])[Si:2]([C:5]([CH3:7])([CH3:8])[CH3:6])([CH3:4])[CH3:3], predict the reactants needed to synthesize it. The reactants are: [O:1]([C:9]1[CH:14]=[CH:13][C:12]([C:15]([C:20]2[CH:25]=[CH:24][C:23](OS(C(F)(F)F)(=O)=O)=[C:22]([CH3:34])[CH:21]=2)([CH2:18][CH3:19])[CH2:16][CH3:17])=[CH:11][C:10]=1[CH3:35])[Si:2]([C:5]([CH3:8])([CH3:7])[CH3:6])([CH3:4])[CH3:3].CN(C=O)C.[CH3:41][C:42]([OH:46])([C:44]#[CH:45])[CH3:43]. (6) Given the product [Cl:15][C:16]1[CH:24]=[CH:23][C:19]([C:20]([NH:6][C:5]2[CH:7]=[CH:8][C:2]([Cl:1])=[C:3]([C:9]3[CH:14]=[CH:13][CH:12]=[CH:11][N:10]=3)[CH:4]=2)=[O:21])=[CH:18][N:17]=1, predict the reactants needed to synthesize it. The reactants are: [Cl:1][C:2]1[CH:8]=[CH:7][C:5]([NH2:6])=[CH:4][C:3]=1[C:9]1[CH:14]=[CH:13][CH:12]=[CH:11][N:10]=1.[Cl:15][C:16]1[CH:24]=[CH:23][C:19]([C:20](Cl)=[O:21])=[CH:18][N:17]=1.CCN(C(C)C)C(C)C. (7) Given the product [C:1]([O:5][C:6](=[O:28])[C:7]1[CH:12]=[CH:11][C:10]([NH:13][CH:14]([C:18]2[CH:23]=[CH:22][C:21]([C:24]([CH3:25])([CH3:27])[CH3:26])=[CH:20][CH:19]=2)[C:15](=[O:17])[NH:55][C:54]2[CH:56]=[CH:57][C:51]([I:50])=[CH:52][CH:53]=2)=[CH:9][CH:8]=1)([CH3:3])([CH3:4])[CH3:2], predict the reactants needed to synthesize it. The reactants are: [C:1]([O:5][C:6](=[O:28])[C:7]1[CH:12]=[CH:11][C:10]([NH:13][CH:14]([C:18]2[CH:23]=[CH:22][C:21]([C:24]([CH3:27])([CH3:26])[CH3:25])=[CH:20][CH:19]=2)[C:15]([OH:17])=O)=[CH:9][CH:8]=1)([CH3:4])([CH3:3])[CH3:2].C1C=CC2N(O)N=NC=2C=1.CCN=C=NCCCN(C)C.[I:50][C:51]1[CH:57]=[CH:56][C:54]([NH2:55])=[CH:53][CH:52]=1.CCN(C(C)C)C(C)C.